Dataset: Reaction yield outcomes from USPTO patents with 853,638 reactions. Task: Predict the reaction yield, written as a fraction of the theoretical maximum amount of product (1.0 means a 100% yield; for example, 0.34 means a 34% yield). The reactants are Cl[C:2]1[CH:7]=[CH:6][C:5]([N+:8]([O-:10])=[O:9])=[CH:4][N:3]=1.[F:11][C:12]1[CH:17]=[CH:16][CH:15]=[CH:14][C:13]=1[OH:18]. The catalyst is N1C=CC=CC=1. The product is [F:11][C:12]1[CH:17]=[CH:16][CH:15]=[CH:14][C:13]=1[O:18][C:2]1[CH:7]=[CH:6][C:5]([N+:8]([O-:10])=[O:9])=[CH:4][N:3]=1. The yield is 0.765.